This data is from Retrosynthesis with 50K atom-mapped reactions and 10 reaction types from USPTO. The task is: Predict the reactants needed to synthesize the given product. (1) Given the product CN(Cc1cnc2nc(N)nc(N)c2n1)c1ccc(C(=O)N[C@H](CCC(=O)NCCOCCOCCOCCN)C(=O)OC(C)(C)C)cc1, predict the reactants needed to synthesize it. The reactants are: CN(Cc1cnc2nc(N)nc(N)c2n1)c1ccc(C(=O)N[C@H](CCC(=O)NCCOCCOCCOCCN=[N+]=[N-])C(=O)OC(C)(C)C)cc1. (2) Given the product Cc1ccc(OCCO)cc1, predict the reactants needed to synthesize it. The reactants are: Cc1ccc(O)cc1.OCCCl. (3) Given the product C[S@@](=O)(=NC(=O)c1cncc(C#Cc2ccc(NC(=O)c3ccc(F)cc3)cc2)c1)c1ccccc1, predict the reactants needed to synthesize it. The reactants are: C#Cc1ccc(NC(=O)c2ccc(F)cc2)cc1.CS(=O)(=NC(=O)c1cncc(Br)c1)c1ccccc1. (4) The reactants are: CN1CCCC1CCCl.COc1ccccc1CCc1ccccc1O. Given the product COc1ccccc1CCc1ccccc1OCCC1CCCN1C, predict the reactants needed to synthesize it. (5) Given the product CCOC(=O)N[C@H](C(=O)NN(Cc1ccc(-c2cncs2)cc1)C[C@H](O)[C@H](Cc1ccccc1)NC(=O)[C@@H](NC(=O)OC)C(C)(C)C)C(C)C, predict the reactants needed to synthesize it. The reactants are: CCOC(=O)N[C@H](C(=O)O)C(C)C.COC(=O)N[C@H](C(=O)N[C@@H](Cc1ccccc1)[C@@H](O)CN(N)Cc1ccc(-c2cncs2)cc1)C(C)(C)C. (6) Given the product O=S(=O)(c1cscc1Br)N1CCN(c2ccc(C(O)(C(F)(F)F)C(F)(F)F)cc2)CC1, predict the reactants needed to synthesize it. The reactants are: O=S(=O)(Cl)c1cscc1Br.OC(c1ccc(N2CCNCC2)cc1)(C(F)(F)F)C(F)(F)F. (7) Given the product Cc1cccc(-c2cc(NC(=O)Cn3cnc4ccccc43)on2)c1, predict the reactants needed to synthesize it. The reactants are: Cc1cccc(-c2cc(N)on2)c1.O=C(O)Cn1cnc2ccccc21. (8) The reactants are: COC(=O)c1c(OCCCS(=O)(=O)O)c(C#CCNC(=O)OC(C)(C)C)c(OCCCS(=O)(=O)O)c(C#CCNC(=O)OC(C)(C)C)c1OCCCS(=O)(=O)O. Given the product CC(C)(C)OC(=O)NCC#Cc1c(OCCCS(=O)(=O)O)c(C#CCNC(=O)OC(C)(C)C)c(OCCCS(=O)(=O)O)c(C(=O)O)c1OCCCS(=O)(=O)O, predict the reactants needed to synthesize it. (9) Given the product Oc1ccccc1OCC(F)(F)F, predict the reactants needed to synthesize it. The reactants are: COc1ccccc1OCC(F)(F)F.